This data is from Full USPTO retrosynthesis dataset with 1.9M reactions from patents (1976-2016). The task is: Predict the reactants needed to synthesize the given product. (1) Given the product [Br:1][C:2]1[CH:3]=[C:4]([N:8]2[C:16]3[CH:15]=[C:14]([O:23][CH3:22])[N:13]=[CH:12][C:11]=3[C:10]([C:18]([OH:20])=[O:19])=[N:9]2)[CH:5]=[CH:6][CH:7]=1, predict the reactants needed to synthesize it. The reactants are: [Br:1][C:2]1[CH:3]=[C:4]([N:8]2[C:16]3[CH:15]=[C:14](Cl)[N:13]=[CH:12][C:11]=3[C:10]([C:18]([O:20]C)=[O:19])=[N:9]2)[CH:5]=[CH:6][CH:7]=1.[CH3:22][O-:23].[Na+]. (2) Given the product [CH3:32][O:31][C:19]1[C:20]([C:26]2[S:27][CH:28]=[CH:29][CH:30]=2)=[CH:21][CH:22]=[C:23]([O:24][CH3:25])[C:18]=1[C:16](=[O:17])[CH2:15][C:12]1[CH:11]=[CH:10][C:9]([O:8][C:5]([CH3:6])([CH3:7])[C:4]([OH:33])=[O:3])=[CH:14][CH:13]=1, predict the reactants needed to synthesize it. The reactants are: C([O:3][C:4](=[O:33])[C:5]([O:8][C:9]1[CH:14]=[CH:13][C:12]([CH2:15][C:16]([C:18]2[C:23]([O:24][CH3:25])=[CH:22][CH:21]=[C:20]([C:26]3[S:27][CH:28]=[CH:29][CH:30]=3)[C:19]=2[O:31][CH3:32])=[O:17])=[CH:11][CH:10]=1)([CH3:7])[CH3:6])C.C1COCC1.CCO.Cl. (3) Given the product [C:30]([C:29]1[CH:32]=[C:25]([C:23]2[CH:22]=[CH:21][N:20]=[C:19]([NH:1][C:2]3[CH:3]=[C:4]([NH:10][C:11](=[O:17])[O:12][C:13]([CH3:14])([CH3:16])[CH3:15])[CH:5]=[C:6]([O:8][CH3:9])[CH:7]=3)[N:24]=2)[CH:26]=[CH:27][C:28]=1[O:33][CH3:34])#[N:31], predict the reactants needed to synthesize it. The reactants are: [NH2:1][C:2]1[CH:3]=[C:4]([NH:10][C:11](=[O:17])[O:12][C:13]([CH3:16])([CH3:15])[CH3:14])[CH:5]=[C:6]([O:8][CH3:9])[CH:7]=1.Cl[C:19]1[N:24]=[C:23]([C:25]2[CH:26]=[CH:27][C:28]([O:33][CH3:34])=[C:29]([CH:32]=2)[C:30]#[N:31])[CH:22]=[CH:21][N:20]=1. (4) Given the product [CH2:1]([O:8][C:9]1[CH:17]=[CH:16][C:15]2[N:14]3[CH2:18][CH2:19]/[C:20](=[CH:28]\[C:27]([O:26][C:22]([CH3:25])([CH3:24])[CH3:23])=[O:48])/[C:13]3=[CH:12][C:11]=2[CH:10]=1)[C:2]1[CH:3]=[CH:4][CH:5]=[CH:6][CH:7]=1, predict the reactants needed to synthesize it. The reactants are: [CH2:1]([O:8][C:9]1[CH:17]=[CH:16][C:15]2[N:14]3[CH2:18][CH2:19][C:20](=O)[C:13]3=[CH:12][C:11]=2[CH:10]=1)[C:2]1[CH:7]=[CH:6][CH:5]=[CH:4][CH:3]=1.[C:22]([O:26][C:27](=[O:48])[CH:28]=P(C1C=CC=CC=1)(C1C=CC=CC=1)C1C=CC=CC=1)([CH3:25])([CH3:24])[CH3:23]. (5) The reactants are: C(OC(=O)[NH:7][C@H:8]([C:10](=O)[NH:11][C:12]1[CH:17]=[CH:16][C:15]([F:18])=[CH:14][C:13]=1[NH:19][C:20]1[CH:25]=[CH:24][CH:23]=[CH:22][CH:21]=1)[CH3:9])(C)(C)C.[ClH:28]. Given the product [ClH:28].[ClH:28].[F:18][C:15]1[CH:16]=[CH:17][C:12]2[N:11]=[C:10]([C@@H:8]([NH2:7])[CH3:9])[N:19]([C:20]3[CH:25]=[CH:24][CH:23]=[CH:22][CH:21]=3)[C:13]=2[CH:14]=1, predict the reactants needed to synthesize it. (6) The reactants are: [CH3:1][O:2][C:3]1[CH:4]=[C:5]2[C:10](=[CH:11][CH:12]=1)[C:9]([S:13]([CH3:16])(=[O:15])=[O:14])=[N:8][C:7]([CH3:17])=[C:6]2[C:18]1[CH:23]=[CH:22][CH:21]=[CH:20][CH:19]=1.C(Br)[C:25]1[CH:30]=[CH:29][CH:28]=[CH:27][CH:26]=1. Given the product [CH2:16]([S:13]([C:9]1[C:10]2[C:5](=[CH:4][C:3]([O:2][CH3:1])=[CH:12][CH:11]=2)[C:6]([C:18]2[CH:23]=[CH:22][CH:21]=[CH:20][CH:19]=2)=[C:7]([CH3:17])[N:8]=1)(=[O:14])=[O:15])[C:25]1[CH:30]=[CH:29][CH:28]=[CH:27][CH:26]=1, predict the reactants needed to synthesize it. (7) The reactants are: [NH2:1][CH2:2][C@H:3]1[N:8]([C:9]([C:11]2[N:12]=[C:13]([CH3:23])[S:14][C:15]=2[C:16]2[CH:17]=[C:18]([CH3:22])[CH:19]=[CH:20][CH:21]=2)=[O:10])[CH2:7][C@H:6]2[C@@H:4]1[CH2:5]2.[N:24]1[C:33]2[C:28](=[CH:29][CH:30]=[CH:31][C:32]=2[C:34](O)=[O:35])[CH:27]=[CH:26][CH:25]=1. Given the product [CH3:23][C:13]1[S:14][C:15]([C:16]2[CH:17]=[C:18]([CH3:22])[CH:19]=[CH:20][CH:21]=2)=[C:11]([C:9]([N:8]2[CH2:7][C@H:6]3[C@H:4]([CH2:5]3)[C@H:3]2[CH2:2][NH:1][C:34]([C:32]2[CH:31]=[CH:30][CH:29]=[C:28]3[C:33]=2[N:24]=[CH:25][CH:26]=[CH:27]3)=[O:35])=[O:10])[N:12]=1, predict the reactants needed to synthesize it. (8) The reactants are: [Cl:1][C:2]1[CH:3]=[N:4][N:5]([CH3:9])[C:6]=1[CH2:7]O.[Br:10]C(Br)(Br)Br. Given the product [Br:10][CH2:7][C:6]1[N:5]([CH3:9])[N:4]=[CH:3][C:2]=1[Cl:1], predict the reactants needed to synthesize it.